Task: Predict the product of the given reaction.. Dataset: Forward reaction prediction with 1.9M reactions from USPTO patents (1976-2016) Given the reactants [Cl:1][C:2]1[CH:27]=[C:26]([O:28][CH3:29])[CH:25]=[CH:24][C:3]=1[O:4][C:5]1[CH:10]=[CH:9][CH:8]=[CH:7][C:6]=1[NH:11][S:12]([C:15]1[CH:23]=[CH:22][C:18]([C:19]([OH:21])=O)=[CH:17][CH:16]=1)(=[O:14])=[O:13].[N:30]1[CH:35]=[CH:34][CH:33]=[N:32][C:31]=1[N:36]1[CH2:41][CH2:40][N:39]([CH2:42][CH2:43][NH2:44])[CH2:38][CH2:37]1, predict the reaction product. The product is: [Cl:1][C:2]1[CH:27]=[C:26]([O:28][CH3:29])[CH:25]=[CH:24][C:3]=1[O:4][C:5]1[CH:10]=[CH:9][CH:8]=[CH:7][C:6]=1[NH:11][S:12]([C:15]1[CH:16]=[CH:17][C:18]([C:19]([NH:44][CH2:43][CH2:42][N:39]2[CH2:38][CH2:37][N:36]([C:31]3[N:30]=[CH:35][CH:34]=[CH:33][N:32]=3)[CH2:41][CH2:40]2)=[O:21])=[CH:22][CH:23]=1)(=[O:13])=[O:14].